From a dataset of Full USPTO retrosynthesis dataset with 1.9M reactions from patents (1976-2016). Predict the reactants needed to synthesize the given product. (1) Given the product [Cl:1][C:2]1[CH:7]=[CH:6][CH:5]=[CH:4][C:3]=1[CH:8]([N:12]1[CH2:17][CH2:16][C:15]2[S:18][CH:19]=[CH:20][C:14]=2[CH2:13]1)[C:9]([O:22][CH3:21])=[O:10], predict the reactants needed to synthesize it. The reactants are: [Cl:1][C:2]1[CH:7]=[CH:6][CH:5]=[CH:4][C:3]=1[CH:8]([N:12]1[CH2:17][CH2:16][C:15]2[S:18][CH:19]=[CH:20][C:14]=2[CH2:13]1)[C:9](N)=[O:10].[CH3:21][OH:22]. (2) The reactants are: [Cl:1][C:2]1[CH:30]=[CH:29][CH:28]=[C:27]([CH:31]2[CH2:33][CH2:32]2)[C:3]=1[CH2:4][N:5]1[C:13]2[C:8](=[C:9]([F:14])[CH:10]=[CH:11][CH:12]=2)[C:7]([C:15]2[C:23]([F:24])=[CH:22][C:18]([C:19]([OH:21])=[O:20])=[C:17]([O:25]C)[CH:16]=2)=[N:6]1.B(Br)(Br)Br.C([O-])(O)=O.[Na+]. Given the product [Cl:1][C:2]1[CH:30]=[CH:29][CH:28]=[C:27]([CH:31]2[CH2:33][CH2:32]2)[C:3]=1[CH2:4][N:5]1[C:13]2[C:8](=[C:9]([F:14])[CH:10]=[CH:11][CH:12]=2)[C:7]([C:15]2[C:23]([F:24])=[CH:22][C:18]([C:19]([OH:21])=[O:20])=[C:17]([OH:25])[CH:16]=2)=[N:6]1, predict the reactants needed to synthesize it. (3) Given the product [S:23]1[C:24]2[CH:30]=[CH:29][CH:28]=[CH:27][C:25]=2[N:26]=[C:22]1[C:2]1[N:7]=[C:6]([C:8]2[O:9][CH:10]=[CH:11][CH:12]=2)[N:5]=[C:4]([NH:13][C:14](=[O:16])[CH3:15])[CH:3]=1, predict the reactants needed to synthesize it. The reactants are: Cl[C:2]1[N:7]=[C:6]([C:8]2[O:9][CH:10]=[CH:11][CH:12]=2)[N:5]=[C:4]([NH:13][C:14](=[O:16])[CH3:15])[CH:3]=1.C([Sn](CCCC)(CCCC)[C:22]1[S:23][C:24]2[CH:30]=[CH:29][CH:28]=[CH:27][C:25]=2[N:26]=1)CCC. (4) Given the product [O:21]=[C:19]([N:48]1[CH2:49][CH2:50][N:45]([C:51](=[O:52])[C:53]2[CH:58]=[CH:57][CH:56]=[CH:55][C:54]=2[C:59]([F:62])([F:60])[F:61])[CH2:46][CH2:47]1)[CH2:18][NH:17][C:15]([C:11]1[O:10][CH:14]=[CH:13][CH:12]=1)=[O:16], predict the reactants needed to synthesize it. The reactants are: CCN(C(C)C)C(C)C.[O:10]1[CH:14]=[CH:13][CH:12]=[C:11]1[C:15]([NH:17][CH2:18][C:19]([OH:21])=O)=[O:16].C1C=CC2N(O)N=NC=2C=1.CCN=C=NCCCN(C)C.Cl.Cl.[N:45]1([C:51]([C:53]2[CH:58]=[CH:57][CH:56]=[CH:55][C:54]=2[C:59]([F:62])([F:61])[F:60])=[O:52])[CH2:50][CH2:49][NH:48][CH2:47][CH2:46]1.